From a dataset of TCR-epitope binding with 47,182 pairs between 192 epitopes and 23,139 TCRs. Binary Classification. Given a T-cell receptor sequence (or CDR3 region) and an epitope sequence, predict whether binding occurs between them. (1) The epitope is HPVGEADYFEY. The TCR CDR3 sequence is CASSEGEKLFF. Result: 0 (the TCR does not bind to the epitope). (2) The epitope is LLMPILTLT. The TCR CDR3 sequence is CSVEPGASGNTIYF. Result: 1 (the TCR binds to the epitope). (3) The epitope is ATDALMTGY. The TCR CDR3 sequence is CAISDSSSGSNEQFF. Result: 1 (the TCR binds to the epitope). (4) The epitope is RAKFKQLL. The TCR CDR3 sequence is CASSQGASGSWSRDTQYF. Result: 0 (the TCR does not bind to the epitope). (5) The epitope is FTISVTTEIL. The TCR CDR3 sequence is CASSLTPGLAGGLSYNEQFF. Result: 1 (the TCR binds to the epitope). (6) The epitope is TFYLTNDVSFL. The TCR CDR3 sequence is CASTLKGSRETQYF. Result: 0 (the TCR does not bind to the epitope). (7) The epitope is VLAWLYAAV. The TCR CDR3 sequence is CATSDLPGQGPTGELFF. Result: 0 (the TCR does not bind to the epitope).